Dataset: NCI-60 drug combinations with 297,098 pairs across 59 cell lines. Task: Regression. Given two drug SMILES strings and cell line genomic features, predict the synergy score measuring deviation from expected non-interaction effect. (1) Cell line: UACC62. Drug 2: C1=NNC2=C1C(=O)NC=N2. Drug 1: CC12CCC3C(C1CCC2=O)CC(=C)C4=CC(=O)C=CC34C. Synergy scores: CSS=20.0, Synergy_ZIP=-0.332, Synergy_Bliss=2.17, Synergy_Loewe=-9.41, Synergy_HSA=1.99. (2) Drug 1: C1=CC(=CC=C1CC(C(=O)O)N)N(CCCl)CCCl.Cl. Drug 2: C1CN(P(=O)(OC1)NCCCl)CCCl. Cell line: K-562. Synergy scores: CSS=22.2, Synergy_ZIP=-2.70, Synergy_Bliss=3.00, Synergy_Loewe=-6.21, Synergy_HSA=-2.31. (3) Drug 1: C1=C(C(=O)NC(=O)N1)F. Drug 2: C1=CC(=CC=C1CC(C(=O)O)N)N(CCCl)CCCl.Cl. Cell line: COLO 205. Synergy scores: CSS=66.6, Synergy_ZIP=-2.62, Synergy_Bliss=-2.84, Synergy_Loewe=1.12, Synergy_HSA=2.21. (4) Drug 1: CC1=C(C=C(C=C1)NC(=O)C2=CC=C(C=C2)CN3CCN(CC3)C)NC4=NC=CC(=N4)C5=CN=CC=C5. Drug 2: CC12CCC3C(C1CCC2OP(=O)(O)O)CCC4=C3C=CC(=C4)OC(=O)N(CCCl)CCCl.[Na+]. Cell line: RPMI-8226. Synergy scores: CSS=1.67, Synergy_ZIP=0.214, Synergy_Bliss=-0.407, Synergy_Loewe=-2.41, Synergy_HSA=-1.18.